This data is from Peptide-MHC class I binding affinity with 185,985 pairs from IEDB/IMGT. The task is: Regression. Given a peptide amino acid sequence and an MHC pseudo amino acid sequence, predict their binding affinity value. This is MHC class I binding data. (1) The peptide sequence is AHYEEDVNL. The MHC is HLA-B40:01 with pseudo-sequence HLA-B40:01. The binding affinity (normalized) is 0.0847. (2) The peptide sequence is YMWLGARYL. The MHC is HLA-A02:01 with pseudo-sequence HLA-A02:01. The binding affinity (normalized) is 0.853. (3) The peptide sequence is VAVNKSNKPL. The MHC is HLA-A68:02 with pseudo-sequence HLA-A68:02. The binding affinity (normalized) is 0.155. (4) The peptide sequence is FPFKYAAAF. The MHC is HLA-A30:01 with pseudo-sequence HLA-A30:01. The binding affinity (normalized) is 0.0350. (5) The peptide sequence is ERILSTYLGR. The MHC is HLA-A03:01 with pseudo-sequence HLA-A03:01. The binding affinity (normalized) is 0.290. (6) The peptide sequence is ILALFLAHYI. The MHC is HLA-A02:01 with pseudo-sequence HLA-A02:01. The binding affinity (normalized) is 0.829. (7) The peptide sequence is NILIVLYYL. The MHC is HLA-A68:02 with pseudo-sequence HLA-A68:02. The binding affinity (normalized) is 0.149. (8) The peptide sequence is PRRHRILDTYL. The MHC is HLA-B27:05 with pseudo-sequence HLA-B27:05. The binding affinity (normalized) is 0.407. (9) The peptide sequence is AIEDVWQLF. The MHC is Mamu-B3901 with pseudo-sequence Mamu-B3901. The binding affinity (normalized) is 0.0195. (10) The binding affinity (normalized) is 0.811. The MHC is H-2-Kd with pseudo-sequence H-2-Kd. The peptide sequence is LYEKVFSQL.